From a dataset of Full USPTO retrosynthesis dataset with 1.9M reactions from patents (1976-2016). Predict the reactants needed to synthesize the given product. (1) Given the product [CH3:18][C:17]1[NH:20][C:12]2[CH:11]=[C:10]([C:9](=[O:23])[NH:8][CH2:7][C:2]3[CH:3]=[CH:4][CH:5]=[CH:6][N:1]=3)[CH:15]=[CH:14][C:13]=2[N:16]=1, predict the reactants needed to synthesize it. The reactants are: [N:1]1[CH:6]=[CH:5][CH:4]=[CH:3][C:2]=1[CH2:7][NH:8][C:9](=[O:23])[C:10]1[CH:15]=[CH:14][C:13]([NH:16][C:17](=O)[CH3:18])=[C:12]([N+:20]([O-])=O)[CH:11]=1.C(O)(=O)C. (2) Given the product [CH:32]1([NH:35][C:24]([C:7]2[C:6](=[O:29])[N:5]([CH2:4][C:3]([N:2]([CH3:1])[CH3:31])=[O:30])[C:14]3[C:9]([C:8]=2[OH:23])=[N:10][CH:11]=[C:12]([CH2:15][C:16]2[CH:21]=[CH:20][C:19]([F:22])=[CH:18][CH:17]=2)[CH:13]=3)=[O:26])[CH2:34][CH2:33]1, predict the reactants needed to synthesize it. The reactants are: [CH3:1][N:2]([CH3:31])[C:3](=[O:30])[CH2:4][N:5]1[C:14]2[C:9](=[N:10][CH:11]=[C:12]([CH2:15][C:16]3[CH:21]=[CH:20][C:19]([F:22])=[CH:18][CH:17]=3)[CH:13]=2)[C:8]([OH:23])=[C:7]([C:24]([O:26]CC)=O)[C:6]1=[O:29].[CH:32]1([NH2:35])[CH2:34][CH2:33]1. (3) Given the product [Cl:1][C:2]1[CH:10]=[CH:9][CH:8]=[C:7]2[C:3]=1[C:4]([C:16]([NH:43][CH2:44][C:45]1([OH:54])[CH2:50][CH:49]([CH3:51])[CH2:48][C:47]([F:53])([F:52])[CH2:46]1)=[O:18])=[CH:5][N:6]2[CH2:11][C:12]([F:13])([F:14])[F:15], predict the reactants needed to synthesize it. The reactants are: [Cl:1][C:2]1[CH:10]=[CH:9][CH:8]=[C:7]2[C:3]=1[C:4]([C:16]([OH:18])=O)=[CH:5][N:6]2[CH2:11][C:12]([F:15])([F:14])[F:13].CN(C(ON1N=NC2C=CC=NC1=2)=[N+](C)C)C.F[P-](F)(F)(F)(F)F.[NH2:43][CH2:44][C:45]1([OH:54])[CH2:50][CH:49]([CH3:51])[CH2:48][C:47]([F:53])([F:52])[CH2:46]1.CCN(C(C)C)C(C)C. (4) Given the product [C:1]([NH:4][CH2:5][CH2:6][C:7]([NH:68][C:59]1[C:60]([NH:61][CH:62]2[CH2:67][CH2:66][CH2:65][CH2:64][CH2:63]2)=[C:55]2[CH:54]=[CH:53][N:52]([S:49]([C:43]3[CH:48]=[CH:47][CH:46]=[CH:45][CH:44]=3)(=[O:51])=[O:50])[C:56]2=[N:57][CH:58]=1)=[O:9])(=[O:3])[CH3:2], predict the reactants needed to synthesize it. The reactants are: [C:1]([NH:4][CH2:5][CH2:6][C:7]([OH:9])=O)(=[O:3])[CH3:2].CN(C(ON1N=NC2C=CC=NC1=2)=[N+](C)C)C.F[P-](F)(F)(F)(F)F.C(N(C(C)C)CC)(C)C.[C:43]1([S:49]([N:52]2[C:56]3=[N:57][CH:58]=[C:59]([NH2:68])[C:60]([NH:61][CH:62]4[CH2:67][CH2:66][CH2:65][CH2:64][CH2:63]4)=[C:55]3[CH:54]=[CH:53]2)(=[O:51])=[O:50])[CH:48]=[CH:47][CH:46]=[CH:45][CH:44]=1. (5) Given the product [NH2:8][C@H:9]1[CH2:14][O:13][C@H:12]([C:15]([NH2:17])=[O:16])[CH2:11][CH2:10]1, predict the reactants needed to synthesize it. The reactants are: C([N:8](CC1C=CC=CC=1)[C@H:9]1[CH2:14][O:13][C@H:12]([C:15]([NH2:17])=[O:16])[CH2:11][CH2:10]1)C1C=CC=CC=1. (6) Given the product [CH2:2]([O:5][C:6]1[C:15]2[C:10](=[CH:11][CH:12]=[CH:13][CH:14]=2)[C:9]([O:16][CH2:33][CH2:34][CH3:36])=[C:8]([C:17]([O:19][CH2:20][CH3:21])=[O:18])[C:7]=1[C:22]([O:24][CH2:25][CH3:26])=[O:23])[CH2:3][CH3:4], predict the reactants needed to synthesize it. The reactants are: Br[CH2:2][CH2:3][CH3:4].[OH:5][C:6]1[C:15]2[C:10](=[CH:11][CH:12]=[CH:13][CH:14]=2)[C:9]([OH:16])=[C:8]([C:17]([O:19][CH2:20][CH3:21])=[O:18])[C:7]=1[C:22]([O:24][CH2:25][CH3:26])=[O:23].C(=O)([O-])[O-].[K+].[K+].[CH3:33][C:34]([CH3:36])=O. (7) Given the product [CH2:22]([O:21][C:19](=[O:20])[NH:1][C@H:2]([C:5]1[CH:10]=[CH:9][CH:8]=[CH:7][CH:6]=1)[CH2:3][OH:4])[C:23]1[CH:28]=[CH:27][CH:26]=[CH:25][CH:24]=1, predict the reactants needed to synthesize it. The reactants are: [NH2:1][C@H:2]([C:5]1[CH:10]=[CH:9][CH:8]=[CH:7][CH:6]=1)[CH2:3][OH:4].C(N(CC)CC)C.Cl[C:19]([O:21][CH2:22][C:23]1[CH:28]=[CH:27][CH:26]=[CH:25][CH:24]=1)=[O:20]. (8) Given the product [Cl:20][C:2]1[CH:3]=[C:4]2[C:9](=[CH:10][CH:11]=1)[CH:8]=[C:7]([S:12]([OH:15])(=[O:14])=[O:13])[CH:6]=[CH:5]2, predict the reactants needed to synthesize it. The reactants are: N[C:2]1[CH:3]=[C:4]2[C:9](=[CH:10][CH:11]=1)[CH:8]=[C:7]([S:12]([OH:15])(=[O:14])=[O:13])[CH:6]=[CH:5]2.N([O-])=O.[Na+].[ClH:20].